Dataset: Catalyst prediction with 721,799 reactions and 888 catalyst types from USPTO. Task: Predict which catalyst facilitates the given reaction. (1) Reactant: [Br:1][C:2]1[CH:10]=[C:9]([N+:11]([O-:13])=[O:12])[CH:8]=[CH:7][C:3]=1[C:4]([OH:6])=O.[NH:14]1[CH2:18][CH2:17][CH2:16][CH2:15]1.CN(C(ON1N=NC2C=CC=CC1=2)=[N+](C)C)C.[B-](F)(F)(F)F.CN1CCOCC1. Product: [Br:1][C:2]1[CH:10]=[C:9]([N+:11]([O-:13])=[O:12])[CH:8]=[CH:7][C:3]=1[C:4]([N:14]1[CH2:18][CH2:17][CH2:16][CH2:15]1)=[O:6]. The catalyst class is: 3. (2) Reactant: [CH3:1][O:2][C:3](=[O:16])[C:4]([O:7][C:8]1[CH:13]=[CH:12][C:11]([OH:14])=[CH:10][C:9]=1[CH3:15])([CH3:6])[CH3:5].[Br:17][CH2:18][CH2:19]Br.C([O-])([O-])=O.[Cs+].[Cs+]. Product: [CH3:1][O:2][C:3](=[O:16])[C:4]([O:7][C:8]1[CH:13]=[CH:12][C:11]([O:14][CH2:19][CH2:18][Br:17])=[CH:10][C:9]=1[CH3:15])([CH3:6])[CH3:5]. The catalyst class is: 10. (3) Reactant: [CH2:1]([C:5]1[N:6]=[C:7]([CH3:27])[NH:8][C:9](=[O:26])[C:10]=1[CH2:11][C:12]1[CH:17]=[CH:16][C:15]([C:18]2[C:19]([C:24]#[N:25])=[CH:20][CH:21]=[CH:22][CH:23]=2)=[CH:14][CH:13]=1)[CH2:2][CH2:3][CH3:4].[C:28]([C:31]1[CH:32]=[C:33](B(O)O)[CH:34]=[CH:35][CH:36]=1)(=[O:30])[CH3:29].C(N(CC)CC)C.N1C=CC=CC=1. Product: [C:28]([C:31]1[CH:36]=[C:35]([N:8]2[C:9](=[O:26])[C:10]([CH2:11][C:12]3[CH:17]=[CH:16][C:15]([C:18]4[C:19]([C:24]#[N:25])=[CH:20][CH:21]=[CH:22][CH:23]=4)=[CH:14][CH:13]=3)=[C:5]([CH2:1][CH2:2][CH2:3][CH3:4])[N:6]=[C:7]2[CH3:27])[CH:34]=[CH:33][CH:32]=1)(=[O:30])[CH3:29]. The catalyst class is: 297. (4) Reactant: [C:1]1([C@@H:7](NC[C@H](CCC)CC(O)=O)[CH3:8])[CH:6]=[CH:5][CH:4]=[CH:3][CH:2]=1.C([O:22][CH2:23][CH3:24])(=O)C.Cl. Product: [CH:1]1[CH:6]=[C:5]2[CH:4]=[CH:24][C:23]([OH:22])=[C:7]([C:1]3[C:2]4[C:3](=[CH:8][CH:7]=[CH:23][CH:24]=4)[CH:4]=[CH:5][C:6]=3[OH:22])[C:8]2=[CH:3][CH:2]=1. The catalyst class is: 5. (5) Product: [NH2:25][C:26]1[C:27]2[C:34]([C:35]3[CH:36]=[CH:37][C:38]([O:41][C:42]4[CH:47]=[CH:46][CH:45]=[CH:44][CH:43]=4)=[CH:39][CH:40]=3)=[CH:33][N:32]([CH:48]3[CH2:53][CH2:52][C:51](=[CH:21][C:22]([OH:24])=[O:23])[CH2:50][CH2:49]3)[C:28]=2[N:29]=[CH:30][N:31]=1. Reactant: C(NC(C)C)(C)C.[Li]CCCC.C(OP([CH2:21][C:22]([OH:24])=[O:23])(OCC)=O)C.[NH2:25][C:26]1[C:27]2[C:34]([C:35]3[CH:40]=[CH:39][C:38]([O:41][C:42]4[CH:47]=[CH:46][CH:45]=[CH:44][CH:43]=4)=[CH:37][CH:36]=3)=[CH:33][N:32]([CH:48]3[CH2:53][CH2:52][C:51](=O)[CH2:50][CH2:49]3)[C:28]=2[N:29]=[CH:30][N:31]=1. The catalyst class is: 7.